From a dataset of Reaction yield outcomes from USPTO patents with 853,638 reactions. Predict the reaction yield, written as a fraction of the theoretical maximum amount of product (1.0 means a 100% yield; for example, 0.34 means a 34% yield). (1) The reactants are Br[C:2]1[CH:7]=[CH:6][C:5](/[CH:8]=[CH:9]/[C:10]2[NH:11][CH:12]=[C:13]([C:15]3[CH:20]=[CH:19][C:18]([Cl:21])=[CH:17][C:16]=3[Cl:22])[N:14]=2)=[CH:4][CH:3]=1.[CH3:23][O:24][C:25]1[CH:26]=[C:27](B(O)O)[CH:28]=[CH:29][C:30]=1[O:31][CH3:32]. No catalyst specified. The product is [Cl:22][C:16]1[CH:17]=[C:18]([Cl:21])[CH:19]=[CH:20][C:15]=1[C:13]1[N:14]=[C:10](/[CH:9]=[CH:8]/[C:5]2[CH:6]=[CH:7][C:2]([C:28]3[CH:27]=[CH:26][C:25]([O:24][CH3:23])=[C:30]([O:31][CH3:32])[CH:29]=3)=[CH:3][CH:4]=2)[NH:11][CH:12]=1. The yield is 0.540. (2) The catalyst is CN(C=O)C. The yield is 0.700. The reactants are Cl[C:2]1[N:7]=[C:6]([Cl:8])[CH:5]=[C:4]([Cl:9])[N:3]=1.C(=O)([O-])[O-].[K+].[K+].[F:16][CH:17]([F:27])[C:18]1[NH:22][C:21]2[CH:23]=[CH:24][CH:25]=[CH:26][C:20]=2[N:19]=1. The product is [Cl:9][C:4]1[CH:5]=[C:6]([Cl:8])[N:7]=[C:2]([N:19]2[C:20]3[CH:26]=[CH:25][CH:24]=[CH:23][C:21]=3[N:22]=[C:18]2[CH:17]([F:16])[F:27])[N:3]=1. (3) The reactants are [CH3:1][O:2][C:3]1[CH:4]=[C:5]2[C:10](=[CH:11][C:12]=1[O:13][CH3:14])[N:9]=[CH:8][N:7]=[C:6]2[O:15][C:16]1[CH:22]=[CH:21][C:19]([NH2:20])=[CH:18][CH:17]=1.ClC(Cl)(O[C:27](=[O:33])OC(Cl)(Cl)Cl)Cl.[NH2:35][N:36]1[CH2:41][CH2:40][CH2:39][CH2:38][CH2:37]1.C(=O)(O)[O-].[Na+]. The catalyst is C(Cl)Cl.C(N(CC)CC)C.C1(C)C=CC=CC=1. The product is [CH3:1][O:2][C:3]1[CH:4]=[C:5]2[C:10](=[CH:11][C:12]=1[O:13][CH3:14])[N:9]=[CH:8][N:7]=[C:6]2[O:15][C:16]1[CH:22]=[CH:21][C:19]([NH:20][C:27]([NH:35][N:36]2[CH2:41][CH2:40][CH2:39][CH2:38][CH2:37]2)=[O:33])=[CH:18][CH:17]=1. The yield is 0.660. (4) The reactants are [CH3:1][N:2]1[C:10]2[C:9]3=[C:11]([O:17][C:18]4[N:23]=[CH:22][CH:21]=[CH:20][N:19]=4)[S:12][C:13]([C:14](O)=[O:15])=[C:8]3[CH2:7][CH2:6][C:5]=2[CH:4]=[N:3]1.C1C=CC2N(O)N=[N:30]C=2C=1.N.CCN=C=NCCCN(C)C.O. The catalyst is CN(C=O)C. The product is [CH3:1][N:2]1[C:10]2[C:9]3=[C:11]([O:17][C:18]4[N:23]=[CH:22][CH:21]=[CH:20][N:19]=4)[S:12][C:13]([C:14]([NH2:30])=[O:15])=[C:8]3[CH2:7][CH2:6][C:5]=2[CH:4]=[N:3]1. The yield is 0.240. (5) The yield is 1.00. The catalyst is C(Cl)Cl. The product is [ClH:1].[ClH:41].[Cl:1][C:2]1[CH:7]=[CH:6][C:5]([CH:8]([CH2:9][NH:10][CH:18]([CH3:20])[CH3:19])[C:21]([N:23]2[CH2:24][CH2:25][N:26]([C:29]3[C:30]4[C@H:37]([CH3:38])[CH2:36][C:35]([OH:40])([CH3:39])[C:31]=4[N:32]=[CH:33][N:34]=3)[CH2:27][CH2:28]2)=[O:22])=[CH:4][CH:3]=1. The reactants are [Cl:1][C:2]1[CH:7]=[CH:6][C:5]([CH:8]([C:21]([N:23]2[CH2:28][CH2:27][N:26]([C:29]3[C:30]4[C@H:37]([CH3:38])[CH2:36][C:35]([OH:40])([CH3:39])[C:31]=4[N:32]=[CH:33][N:34]=3)[CH2:25][CH2:24]2)=[O:22])[CH2:9][N:10]([CH:18]([CH3:20])[CH3:19])C(=O)OC(C)(C)C)=[CH:4][CH:3]=1.[ClH:41].O1CCOCC1. (6) The reactants are Cl[CH2:2][C:3]1[N:4]=[C:5]([C:9]2[CH:14]=[CH:13][CH:12]=[CH:11][CH:10]=2)[O:6][C:7]=1[CH3:8].[OH:15][C:16]1[CH:21]=[CH:20][C:19]([C:22]([C:24]2[C:29]([CH3:30])=[CH:28][C:27]([O:31][CH3:32])=[CH:26][C:25]=2[O:33][CH2:34][O:35][CH3:36])=[O:23])=[CH:18][CH:17]=1.C(=O)([O-])[O-].[K+].[K+].CN(C)C=O. The catalyst is O. The product is [CH3:32][O:31][C:27]1[CH:28]=[C:29]([CH3:30])[C:24]([C:22]([C:19]2[CH:20]=[CH:21][C:16]([O:15][CH2:2][C:3]3[N:4]=[C:5]([C:9]4[CH:14]=[CH:13][CH:12]=[CH:11][CH:10]=4)[O:6][C:7]=3[CH3:8])=[CH:17][CH:18]=2)=[O:23])=[C:25]([O:33][CH2:34][O:35][CH3:36])[CH:26]=1. The yield is 0.840. (7) The reactants are N12CCN(CC1)CC2.[CH2:9]([O:11][C:12]([C:14]1[C:19](=[O:20])[NH:18][C:17]2[CH:21]=[CH:22][S:23][C:16]=2[C:15]=1Cl)=[O:13])[CH3:10].[N:25]1([C:31]([C:33]2[S:34][CH:35]=[CH:36][CH:37]=2)=[O:32])[CH2:30][CH2:29][NH:28][CH2:27][CH2:26]1. The catalyst is CC(N(C)C)=O. The product is [CH2:9]([O:11][C:12]([C:14]1[C:19](=[O:20])[NH:18][C:17]2[CH:21]=[CH:22][S:23][C:16]=2[C:15]=1[N:28]1[CH2:29][CH2:30][N:25]([C:31]([C:33]2[S:34][CH:35]=[CH:36][CH:37]=2)=[O:32])[CH2:26][CH2:27]1)=[O:13])[CH3:10]. The yield is 0.960. (8) The reactants are C(OC([N:11]1[CH2:15][CH:14]2[CH2:16][CH:17]([CH2:19][O:20][C:21]3[CH:30]=[C:29]4[C:24]([C:25]([O:31][C:32]5[CH:37]=[CH:36][C:35]([NH:38][C:39]([NH:41][C:42](=[O:50])[CH2:43][C:44]6[CH:49]=[CH:48][CH:47]=[CH:46][CH:45]=6)=[S:40])=[CH:34][C:33]=5[F:51])=[N:26][CH:27]=[N:28]4)=[CH:23][C:22]=3[O:52][CH3:53])[CH2:18][CH:13]2[CH2:12]1)=O)C1C=CC=CC=1.[BrH:54]. The catalyst is CC(O)=O.CCOCC. The product is [BrH:54].[BrH:54].[F:51][C:33]1[CH:34]=[C:35]([NH:38][C:39]([NH:41][C:42](=[O:50])[CH2:43][C:44]2[CH:45]=[CH:46][CH:47]=[CH:48][CH:49]=2)=[S:40])[CH:36]=[CH:37][C:32]=1[O:31][C:25]1[C:24]2[C:29](=[CH:30][C:21]([O:20][CH2:19][CH:17]3[CH2:18][CH:13]4[CH2:12][NH:11][CH2:15][CH:14]4[CH2:16]3)=[C:22]([O:52][CH3:53])[CH:23]=2)[N:28]=[CH:27][N:26]=1. The yield is 1.00.